From a dataset of CYP2C19 inhibition data for predicting drug metabolism from PubChem BioAssay. Regression/Classification. Given a drug SMILES string, predict its absorption, distribution, metabolism, or excretion properties. Task type varies by dataset: regression for continuous measurements (e.g., permeability, clearance, half-life) or binary classification for categorical outcomes (e.g., BBB penetration, CYP inhibition). Dataset: cyp2c19_veith. (1) The drug is CC(=O)Oc1ccc2ccccc2c1C(NC(=O)Cc1ccccc1)c1ccc(Cl)cc1. The result is 1 (inhibitor). (2) The compound is CC1(C)[C@@H]2CC[C@]1(C)[C@@H](OC(=O)CSC#N)C2. The result is 0 (non-inhibitor). (3) The compound is COC(=O)/C=C\C(=O)N[C@@H]1CC[C@@]2(O)[C@H]3Cc4ccc(O)c5c4[C@@]2(CCN3CC2CC2)[C@@H]1O5. The result is 1 (inhibitor). (4) The result is 1 (inhibitor). The compound is CCCc1ccc(Oc2cc(C)nc(N3CCOCC3)n2)cc1. (5) The drug is c1ccc(N2CCN(CCCOc3ccc4c(c3)OCO4)CC2)cc1. The result is 1 (inhibitor). (6) The molecule is Cn1c(SCC(=O)NC2CC2)nnc1-c1cccc(NC(=O)c2ccccc2F)c1. The result is 0 (non-inhibitor).